From a dataset of Full USPTO retrosynthesis dataset with 1.9M reactions from patents (1976-2016). Predict the reactants needed to synthesize the given product. (1) Given the product [Mg:22].[CH2:1]([C:5]1[O:6][C:7]2[CH:13]=[CH:12][C:11]([NH:14][S:15]([CH3:18])(=[O:16])=[O:17])=[CH:10][C:8]=2[CH:9]=1)[CH2:2][CH2:3][CH3:4], predict the reactants needed to synthesize it. The reactants are: [CH2:1]([C:5]1[O:6][C:7]2[CH:13]=[CH:12][C:11]([NH:14][S:15]([CH3:18])(=[O:17])=[O:16])=[CH:10][C:8]=2[CH:9]=1)[CH2:2][CH2:3][CH3:4].[OH-].[K+].[Cl-].[Mg+2:22].[Cl-]. (2) Given the product [C:28]([O:30][CH2:31][CH3:32])(=[O:29])[CH2:27][C:20]([CH2:19][C:18]([O-:34])=[O:33])([C:22]([O-:24])=[O:23])[OH:21].[C:28]([O:30][CH2:31][CH3:32])(=[O:29])[CH2:27][C:20]([CH2:19][C:18]([O:34][CH2:35][CH3:36])=[O:33])([C:22]([O-:24])=[O:23])[OH:21], predict the reactants needed to synthesize it. The reactants are: C(O)(=O)CC(CC(O)=O)(C(O)=O)O.O.C(#N)C.[C:18]([O:34][CH2:35][CH3:36])(=[O:33])[CH2:19][C:20]([CH2:27][C:28]([O:30][CH2:31][CH3:32])=[O:29])([C:22]([O:24]CC)=[O:23])[OH:21]. (3) Given the product [CH:27]1[C:28]2[C:33](=[CH:32][CH:31]=[CH:30][CH:29]=2)[CH:34]=[CH:35][C:26]=1[CH2:25][O:24][CH:12]1[CH:11]([C:8]2[CH:9]=[CH:10][C:5]([O:4][CH2:3][CH2:2][O:1][C:47](=[O:48])[C:46]3[CH:50]=[CH:51][C:43]([O:42][CH2:41][O:40][CH2:39][CH2:38][Si:37]([CH3:52])([CH3:36])[CH3:53])=[CH:44][CH:45]=3)=[CH:6][CH:7]=2)[CH2:16][CH2:15][N:14]([C:17]([O:19][C:20]([CH3:23])([CH3:21])[CH3:22])=[O:18])[CH2:13]1, predict the reactants needed to synthesize it. The reactants are: [OH:1][CH2:2][CH2:3][O:4][C:5]1[CH:10]=[CH:9][C:8]([CH:11]2[CH2:16][CH2:15][N:14]([C:17]([O:19][C:20]([CH3:23])([CH3:22])[CH3:21])=[O:18])[CH2:13][CH:12]2[O:24][CH2:25][C:26]2[CH:35]=[CH:34][C:33]3[C:28](=[CH:29][CH:30]=[CH:31][CH:32]=3)[CH:27]=2)=[CH:7][CH:6]=1.[CH3:36][Si:37]([CH3:53])([CH3:52])[CH2:38][CH2:39][O:40][CH2:41][O:42][C:43]1[CH:51]=[CH:50][C:46]([C:47](O)=[O:48])=[CH:45][CH:44]=1.Cl.C(N=C=NCCCN(C)C)C. (4) Given the product [C:34]([O:38][C:39](=[O:48])[N:40]([CH2:41][C@@H:42]1[CH2:46][CH2:45][CH2:44][N:43]1[CH2:32][C:3]1[C:2]([Cl:1])=[C:11]2[C:6]([C:7](=[O:26])[N:8]([CH2:13][C:14]3[CH:19]=[C:18]([Cl:20])[CH:17]=[CH:16][C:15]=3[S:21]([CH2:24][CH3:25])(=[O:22])=[O:23])[C:9](=[O:12])[NH:10]2)=[CH:5][C:4]=1[O:27][C:28]([F:30])([F:31])[F:29])[CH3:47])([CH3:37])([CH3:36])[CH3:35], predict the reactants needed to synthesize it. The reactants are: [Cl:1][C:2]1[C:3]([CH:32]=O)=[C:4]([O:27][C:28]([F:31])([F:30])[F:29])[CH:5]=[C:6]2[C:11]=1[NH:10][C:9](=[O:12])[N:8]([CH2:13][C:14]1[CH:19]=[C:18]([Cl:20])[CH:17]=[CH:16][C:15]=1[S:21]([CH2:24][CH3:25])(=[O:23])=[O:22])[C:7]2=[O:26].[C:34]([O:38][C:39](=[O:48])[N:40]([CH3:47])[CH2:41][C@@H:42]1[CH2:46][CH2:45][CH2:44][NH:43]1)([CH3:37])([CH3:36])[CH3:35]. (5) Given the product [Br:1][C:2]1[C:7]([Cl:8])=[CH:6][C:5]([N:9]2[C:14]([CH2:15][C@@H:16]3[CH2:20][CH2:19][N:18]([C:21]([CH:23]4[CH2:25][CH2:24]4)=[O:22])[CH2:17]3)=[N:13][NH:12][C:10]2=[O:11])=[C:4]([F:27])[CH:3]=1, predict the reactants needed to synthesize it. The reactants are: [Br:1][C:2]1[C:7]([Cl:8])=[CH:6][C:5]([NH:9][C:10]([NH:12][NH:13][C:14](=O)[CH2:15][C@@H:16]2[CH2:20][CH2:19][N:18]([C:21]([CH:23]3[CH2:25][CH2:24]3)=[O:22])[CH2:17]2)=[O:11])=[C:4]([F:27])[CH:3]=1.C([O-])([O-])=O.[K+].[K+]. (6) Given the product [F:1][C:2]1[CH:3]=[C:4]([C@@H:8]2[N:12]([C:13]3[CH:18]=[CH:17][N:16]4[N:19]=[CH:20][C:21]([C:22]([NH:31][CH:28]([CH3:30])[CH3:29])=[O:23])=[C:15]4[N:14]=3)[C@@:11]([CH2:26][OH:27])([CH3:25])[CH2:10][CH2:9]2)[CH:5]=[N:6][CH:7]=1, predict the reactants needed to synthesize it. The reactants are: [F:1][C:2]1[CH:3]=[C:4]([C@@H:8]2[N:12]([C:13]3[CH:18]=[CH:17][N:16]4[N:19]=[CH:20][C:21]([C:22](O)=[O:23])=[C:15]4[N:14]=3)[C@@:11]([CH2:26][OH:27])([CH3:25])[CH2:10][CH2:9]2)[CH:5]=[N:6][CH:7]=1.[CH:28]([NH2:31])([CH3:30])[CH3:29]. (7) The reactants are: C1(C(=[N:14][CH:15]([CH2:18][C:19]2[CH:24]=[CH:23][C:22]([F:25])=[CH:21][CH:20]=2)[C:16]#[N:17])C2C=CC=CC=2)C=CC=CC=1.[ClH:26].O. Given the product [ClH:26].[NH2:14][CH:15]([CH2:18][C:19]1[CH:20]=[CH:21][C:22]([F:25])=[CH:23][CH:24]=1)[C:16]#[N:17], predict the reactants needed to synthesize it. (8) Given the product [Cl:10][C:11]1[CH:12]=[C:13]([CH2:19][C:20]([O:22][CH3:23])=[O:21])[CH:14]=[C:15]([Cl:18])[C:16]=1[O:17][C:1]1[CH:6]=[CH:5][CH:4]=[CH:3][CH:2]=1, predict the reactants needed to synthesize it. The reactants are: [C:1]1(B(O)O)[CH:6]=[CH:5][CH:4]=[CH:3][CH:2]=1.[Cl:10][C:11]1[CH:12]=[C:13]([CH2:19][C:20]([O:22][CH3:23])=[O:21])[CH:14]=[C:15]([Cl:18])[C:16]=1[OH:17].N1C=CC=CC=1.C(N(CC)CC)C. (9) Given the product [NH2:24][C:19]12[CH2:22][CH2:23][C:16]([C:13]([OH:15])([CH3:14])[CH2:12][C:11]3[C:10]4[C:5](=[CH:6][CH:7]=[C:8]([O:32][CH3:33])[N:9]=4)[N:4]=[CH:3][C:2]=3[F:1])([CH2:21][CH2:20]1)[O:17][CH2:18]2, predict the reactants needed to synthesize it. The reactants are: [F:1][C:2]1[CH:3]=[N:4][C:5]2[C:10]([C:11]=1[CH2:12][C:13]([C:16]13[CH2:23][CH2:22][C:19]([NH:24]C(=O)OC(C)(C)C)([CH2:20][CH2:21]1)[CH2:18][O:17]3)([OH:15])[CH3:14])=[N:9][C:8]([O:32][CH3:33])=[CH:7][CH:6]=2.FC(F)(F)C(O)=O. (10) Given the product [CH3:1][O:2][C:3]1[CH:4]=[C:5]2[C:10](=[CH:11][C:12]=1[O:13][CH3:14])[CH2:9][N:8]([C:25]([Cl:27])=[O:26])[CH2:7][CH2:6]2, predict the reactants needed to synthesize it. The reactants are: [CH3:1][O:2][C:3]1[CH:4]=[C:5]2[C:10](=[CH:11][C:12]=1[O:13][CH3:14])[CH2:9][NH:8][CH2:7][CH2:6]2.C1C2C(=CC=CC=2)CCN1[C:25]([Cl:27])=[O:26].